Dataset: Reaction yield outcomes from USPTO patents with 853,638 reactions. Task: Predict the reaction yield, written as a fraction of the theoretical maximum amount of product (1.0 means a 100% yield; for example, 0.34 means a 34% yield). (1) The reactants are [O:1]=[C:2]1[C:7]([CH2:8][C:9]2[CH:14]=[CH:13][C:12]([C:15]3[C:16]([C:21]#[N:22])=[CH:17][CH:18]=[CH:19][CH:20]=3)=[CH:11][CH:10]=2)=[C:6]([CH2:23][CH2:24][CH3:25])[N:5]2[N:26]=[CH:27][N:28]=[C:4]2[NH:3]1.CI.[C:31](=O)([O-])[O-].[K+].[K+].CN(C)C=O. The catalyst is C(OCC)(=O)C. The product is [CH3:31][N:3]1[C:2](=[O:1])[C:7]([CH2:8][C:9]2[CH:10]=[CH:11][C:12]([C:15]3[C:16]([C:21]#[N:22])=[CH:17][CH:18]=[CH:19][CH:20]=3)=[CH:13][CH:14]=2)=[C:6]([CH2:23][CH2:24][CH3:25])[N:5]2[N:26]=[CH:27][N:28]=[C:4]12. The yield is 1.00. (2) The reactants are [N+:1]([CH:4]1[C:9](=[O:10])[CH:8]=[CH:7][N:6]=[CH:5]1)([O-:3])=[O:2].[Br:11]Br. The catalyst is O. The product is [Br:11][CH:8]1[C:9](=[O:10])[C:4]([N+:1]([O-:3])=[O:2])=[CH:5][N:6]=[CH:7]1. The yield is 0.790. (3) The reactants are [Br:1][C:2]1[CH:3]=[C:4]2[C:8](=[CH:9][CH:10]=1)[NH:7][C:6](=[O:11])[CH2:5]2.[CH3:12][N:13]1[CH2:18][CH2:17][N:16]([C:19]2[N:24]=[CH:23][C:22]([C:25]3[C:33]4[C:28](=[CH:29][C:30]([CH:34]=O)=[CH:31][CH:32]=4)[NH:27][N:26]=3)=[CH:21][CH:20]=2)[CH2:15][CH2:14]1. No catalyst specified. The product is [Br:1][C:2]1[CH:3]=[C:4]2[C:8](=[CH:9][CH:10]=1)[NH:7][C:6](=[O:11])[C:5]2=[CH:34][C:30]1[CH:29]=[C:28]2[C:33]([C:25]([C:22]3[CH:23]=[N:24][C:19]([N:16]4[CH2:15][CH2:14][N:13]([CH3:12])[CH2:18][CH2:17]4)=[CH:20][CH:21]=3)=[N:26][NH:27]2)=[CH:32][CH:31]=1. The yield is 0.880. (4) The reactants are [C:1]1([CH:7](O)[CH:8]=[CH:9][CH3:10])[CH:6]=[CH:5][CH:4]=[CH:3][CH:2]=1.Cl.CC[O:15]CC.C(=O)(O)[O-].[Na+]. The catalyst is O1CCOCC1. The product is [C:1]1([CH:7]=[CH:8][CH:9]([OH:15])[CH3:10])[CH:6]=[CH:5][CH:4]=[CH:3][CH:2]=1. The yield is 0.968. (5) The reactants are [C:1]1([CH:7]([C:13]2[CH:18]=[CH:17][CH:16]=[CH:15][CH:14]=2)[N:8]2[CH2:11][C:10](=[O:12])[CH2:9]2)[CH:6]=[CH:5][CH:4]=[CH:3][CH:2]=1.C([N:21]([CH2:24]C)CC)C.[CH3:26][Si:27](C#N)([CH3:29])[CH3:28]. The catalyst is ClCCl. The product is [C:13]1([CH:7]([C:1]2[CH:2]=[CH:3][CH:4]=[CH:5][CH:6]=2)[N:8]2[CH2:11][C:10]([O:12][Si:27]([CH3:29])([CH3:28])[CH3:26])([C:24]#[N:21])[CH2:9]2)[CH:14]=[CH:15][CH:16]=[CH:17][CH:18]=1. The yield is 0.910. (6) The reactants are Br[C:2]1[N:3]([CH2:21][CH:22]2[O:26][CH2:25][CH2:24][O:23]2)[C:4]2[C:9]([C:10]=1[CH:11]1[CH2:16][CH2:15][CH2:14][CH2:13][CH2:12]1)=[CH:8][CH:7]=[C:6]([C:17]([O:19][CH3:20])=[O:18])[CH:5]=2.C([O-])([O-])=O.[Na+].[Na+].[CH3:33][O:34][C:35]1[CH:40]=[CH:39][C:38](B(O)O)=[C:37]([CH:44]=[O:45])[CH:36]=1. The catalyst is O1CCOCC1.Cl[Pd](Cl)([P](C1C=CC=CC=1)(C1C=CC=CC=1)C1C=CC=CC=1)[P](C1C=CC=CC=1)(C1C=CC=CC=1)C1C=CC=CC=1. The product is [CH:11]1([C:10]2[C:9]3[C:4](=[CH:5][C:6]([C:17]([O:19][CH3:20])=[O:18])=[CH:7][CH:8]=3)[N:3]([CH2:21][CH:22]3[O:23][CH2:24][CH2:25][O:26]3)[C:2]=2[C:38]2[CH:39]=[CH:40][C:35]([O:34][CH3:33])=[CH:36][C:37]=2[CH:44]=[O:45])[CH2:16][CH2:15][CH2:14][CH2:13][CH2:12]1. The yield is 0.720.